Dataset: Reaction yield outcomes from USPTO patents with 853,638 reactions. Task: Predict the reaction yield, written as a fraction of the theoretical maximum amount of product (1.0 means a 100% yield; for example, 0.34 means a 34% yield). (1) The reactants are O.[NH2:2][C@H:3]([C:9]([O-:11])=[O:10])[CH2:4][CH2:5][CH2:6][CH2:7][NH2:8].[NH2:12][C@H:13]([C:19]([O-:21])=[O:20])[CH2:14][CH2:15][CH2:16][CH2:17][NH2:18].[Mg+2:22]. The catalyst is CO.C(OCC)(=O)C. The product is [NH2:2][C@H:3]([C:9]([O-:11])=[O:10])[CH2:4][CH2:5][CH2:6][CH2:7][NH2:8].[Mg+2:22].[NH2:12][C@H:13]([C:19]([O-:21])=[O:20])[CH2:14][CH2:15][CH2:16][CH2:17][NH2:18]. The yield is 1.00. (2) The reactants are Br[C:2]1[CH:7]=[CH:6][CH:5]=[CH:4][N:3]=1.[CH2:8]([N:12]1[CH:21]=[CH:20][C:19]2[C:14](=[CH:15][CH:16]=[CH:17][CH:18]=2)[C:13]1=[O:22])[CH2:9][C:10]#[CH:11]. No catalyst specified. The product is [N:3]1[CH:4]=[CH:5][CH:6]=[CH:7][C:2]=1[C:11]#[C:10][CH2:9][CH2:8][N:12]1[CH:21]=[CH:20][C:19]2[C:14](=[CH:15][CH:16]=[CH:17][CH:18]=2)[C:13]1=[O:22]. The yield is 0.100. (3) The reactants are [CH2:1]([N:3]([CH2:16][CH3:17])[C:4](=[O:15])[C:5]1[CH:10]=[CH:9][C:8](F)=[C:7]([N+:12]([O-:14])=[O:13])[CH:6]=1)[CH3:2].[N:18]1[CH:23]=[CH:22][C:21]([CH2:24][NH2:25])=[CH:20][CH:19]=1. No catalyst specified. The product is [CH2:1]([N:3]([CH2:16][CH3:17])[C:4](=[O:15])[C:5]1[CH:10]=[CH:9][C:8]([NH:25][CH2:24][C:21]2[CH:22]=[CH:23][N:18]=[CH:19][CH:20]=2)=[C:7]([N+:12]([O-:14])=[O:13])[CH:6]=1)[CH3:2]. The yield is 0.600. (4) The reactants are [C:1]1([Mg]Br)[CH:6]=[CH:5][CH:4]=[CH:3][CH:2]=1.[NH2:9][C:10]1[CH:17]=[C:16]([F:18])[C:15]([Cl:19])=[CH:14][C:11]=1[C:12]#N.C([O:22]CC)C. No catalyst specified. The product is [NH2:9][C:10]1[CH:17]=[C:16]([F:18])[C:15]([Cl:19])=[CH:14][C:11]=1[C:12]([C:1]1[CH:6]=[CH:5][CH:4]=[CH:3][CH:2]=1)=[O:22]. The yield is 0.930. (5) The reactants are [CH3:1][C@@H:2]1[C@H:20]([OH:21])[C@@H:19]([CH3:22])[C:17](=[O:18])[C:16]([CH3:24])([CH3:23])[C@@H:15]([OH:25])[CH2:14][C:12](=[O:13])[O:11][C@H:10](/[C:26](/[CH3:34])=[CH:27]/[C:28]2[N:32]=[C:31]([CH3:33])[S:30][CH:29]=2)[CH2:9][C@@H:7]2[O:8][C@:6]2([CH3:35])[CH2:5][CH:4]=[CH:3]1.CCN(CC)CC.CCCCCC.CCOC(C)=O. The catalyst is C(Cl)CCl.CCOC(C)=O. The product is [CH3:1][C@@H:2]1[C@H:20]([OH:21])[C@@H:19]([CH3:22])[C:17](=[O:18])[C:16]([CH3:23])([CH3:24])[C@@H:15]([OH:25])[CH2:14][C:12](=[O:13])[O:11][C@H:10](/[C:26](/[CH3:34])=[CH:27]/[C:28]2[N:32]=[C:31]([CH3:33])[S:30][CH:29]=2)[CH2:9][C@@H:7]2[O:8][C@:6]2([CH3:35])[CH2:5][CH2:4][CH2:3]1. The yield is 0.710.